From a dataset of Peptide-MHC class II binding affinity with 134,281 pairs from IEDB. Regression. Given a peptide amino acid sequence and an MHC pseudo amino acid sequence, predict their binding affinity value. This is MHC class II binding data. (1) The peptide sequence is PLSWSKEIYNYMEPY. The MHC is HLA-DQA10101-DQB10501 with pseudo-sequence HLA-DQA10101-DQB10501. The binding affinity (normalized) is 0.387. (2) The peptide sequence is AFMLDGDNLFPKV. The MHC is DRB3_0101 with pseudo-sequence DRB3_0101. The binding affinity (normalized) is 0.908. (3) The peptide sequence is YDKFLANNSTVLTGK. The MHC is DRB1_0401 with pseudo-sequence DRB1_0401. The binding affinity (normalized) is 0.665. (4) The peptide sequence is EEDVRISERESNSES. The MHC is DRB1_0101 with pseudo-sequence DRB1_0101. The binding affinity (normalized) is 0. (5) The peptide sequence is AAGGWDSLAAELATT. The MHC is DRB1_1501 with pseudo-sequence DRB1_1501. The binding affinity (normalized) is 0.0568. (6) The peptide sequence is ATFEAMYLGTCKTLT. The MHC is DRB1_1302 with pseudo-sequence DRB1_1302. The binding affinity (normalized) is 0. (7) The peptide sequence is LDSSDTIWMDIEGPP. The MHC is DRB1_1501 with pseudo-sequence DRB1_1501. The binding affinity (normalized) is 0. (8) The peptide sequence is LQSLGAEIAVEQAAL. The binding affinity (normalized) is 0.450. The MHC is DRB1_1501 with pseudo-sequence DRB1_1501. (9) The binding affinity (normalized) is 0. The MHC is DRB5_0101 with pseudo-sequence DRB5_0101. The peptide sequence is FPGGKCSGITVSSTY. (10) The peptide sequence is GGLQIVDKIDAAFKI. The MHC is DRB5_0101 with pseudo-sequence DRB5_0101. The binding affinity (normalized) is 0.650.